From a dataset of Experimentally validated miRNA-target interactions with 360,000+ pairs, plus equal number of negative samples. Binary Classification. Given a miRNA mature sequence and a target amino acid sequence, predict their likelihood of interaction. (1) The miRNA is hsa-miR-6741-5p with sequence GUGGGUGCUGGUGGGAGCCGUG. The protein sequence of the target gene is MELAQEARELGCWAVEEMGVPVAARAPESTLRRLCLGQGADIWAYILQHVHSQRTVKKIRGNLLWYGHQDSPQVRRKLELEAAVTRLRAEIQELDQSLELMERDTEAQDTAMEQARQHTQDTQRRALLLRAQAGAMRRQQHTLRDPMQRLQNQLRRLQDMERKAKVDVTFGSLTSAALGLEPVVLRDVRTACTLRAQFLQNLLLPQAKRGSLPTPHDDHFGTSYQQWLSSVETLLTNHPPGHVLAALEHLAAEREAEIRSLCSGDGLGDTEISRPQAPDQSDSSQTLPSMVHLIQEGWRT.... Result: 1 (interaction). (2) The miRNA is rno-miR-221-3p with sequence AGCUACAUUGUCUGCUGGGUUUC. The protein sequence of the target gene is MNEENIDGTNGCSKVRTGIQNEAALLALMEKTGYNMVQENGQRKFGGPPPGWEGPPPPRGCEVFVGKIPRDMYEDELVPVFERAGKIYEFRLMMEFSGENRGYAFVMYTTKEEAQLAIRILNNYEIRPGKFIGVCVSLDNCRLFIGAIPKEKKKEEILDEMKKVTEGVVDVIVYPSATDKTKNRGFAFVEYESHRAAAMARRKLIPGTFQLWGHTIQVDWADPEKEVDEETMQRVKVLYVRNLMISTTEETIKAEFNKFKPGAVERVKKLRDYAFVHFFNREDAVAAMSVMNGKCIDGAS.... Result: 0 (no interaction). (3) The miRNA is hsa-miR-2355-5p with sequence AUCCCCAGAUACAAUGGACAA. The protein sequence of the target gene is MCTGKCARCVGLSLITLCLVCIVANALLLVPNGETSWTNTNHLSLQVWLMGGFIGGGLMVLCPGIAAVRAGGKGCCGAGCCGNRCRMLRSVFSSAFGVLGAIYCLSVSGAGLRNGPRCLMNGEWGYHFEDTAGAYLLNRTLWDRCEAPPRVVPWNVTLFSLLVAASCLEIVLCGIQLVNATIGVFCGDCRKKQDTPH. Result: 1 (interaction). (4) The miRNA is hsa-miR-454-5p with sequence ACCCUAUCAAUAUUGUCUCUGC. The protein sequence of the target gene is MESSAKRKMDPDNPDEGPSSKVPRPETPVTKATTFLQTMLRKEVNSQLSLGDPLFPELAEESLKTFEQVTEDCNENPEKDVLTELVKQIKVRVDMVRHRIKEHMLKKYTQTEEKFTGAFNMMGGCLQNALDILDKVHEPFEDMKCIGLTMQSMYENYIVPEDKREMWMACIKELHDVSKGAANKLGGALQAKARAKKDELRRKMMYMCYRNIEFFTKNSAFPKTTNGCSQAMAALQNLPQCSPDEIMSYAQKIFKILDEERDKVLTHIDHIFMDILTTCVETMCNEYKVTSDACMMTMYG.... Result: 0 (no interaction). (5) The miRNA is hsa-miR-4773 with sequence CAGAACAGGAGCAUAGAAAGGC. The protein sequence of the target gene is MSTSTSPAAMLLRRLRRLSWGSTAVQLFILTVVTFGLLAPLACHRLLHSYFYLRHWHLNQMSQEFLQQSLKEGEAALHYFEELPSANGSVPIVWQATPRPWLVITIITVDRQPGFHYVLQVVSQFHRLLQQCGPQCEGHQLFLCNVERSVSHFDAKLLSKYVPVANRYEGTEDDYGDDPSTNSFEKEKQDYVYCLESSLQTYNPDYVLMVEDDAVPEEQIFPVLEHLLRARFSEPHLRDALYLKLYHPERLQHYINPEPMRILEWVGVGMLLGPLLTWIYMRFASRPGFSWPVMLFFSLY.... Result: 1 (interaction). (6) The miRNA is hsa-miR-6506-3p with sequence UCGUAUCAGAGAUUCCAGACAC. The protein sequence of the target gene is MTCSLLPSEQSSGASFLPKSNASFPWGSLDEDELDDSLLEFSDGEEDDGHFSFTEEEIEMLLKDDDGGHNEYRPRKSQILPDIPQENSLYSLGPAAETPGFLKLPQLSTSVGHGPTPSKSLNRHFVLEKNLIKVTVVAPFNPTVCDPVLDKDKIDSSKETENPASLREQTREDDPQPNESKRCTEPEGVSPNTSAWDGPLLSSPSNNNIEQTASDKNIPESKKPTPVFSQISNHSEVPNRKNSGSHKSGCEVRIPVVSSSSNRHAFDKDSGEAKGERRLGKVIPVLQTRTRMFSQSELEK.... Result: 0 (no interaction). (7) The miRNA is hsa-miR-362-3p with sequence AACACACCUAUUCAAGGAUUCA. The protein sequence of the target gene is MADSAELKQMVMSLRVSELQVLLGYAGRNKHGRKHELLTKALHLLKAGCSPAVQMKIKELYRRRFPQKIMTPADLSIPNVHSSPMPATLSPSTIPQLTYDGHPASSPLLPVSLLGPKHELELPHLTSALHPVHPDIKLQKLPFYDLLDELIKPTSLASDNSQRFRETCFAFALTPQQVQQISSSMDISGTKCDFTVQVQLRFCLSETSCPQEDHFPPNLCVKVNTKPCSLPGYLPPTKNGVEPKRPSRPINITSLVRLSTTVPNTIVVSWTAEIGRNYSMAVYLVKQLSSTVLLQRLRAK.... Result: 1 (interaction). (8) The miRNA is hsa-miR-6825-5p with sequence UGGGGAGGUGUGGAGUCAGCAU. The protein sequence of the target gene is MFQGQRGWFCGSVSQDLRQFWVAEGGTISDPRAADFLFSCDASHPDTLRIYQSLDYIEDNATVFHAYYLSAVANAKIKNSVALGHFILPPACLQKEIRRKIGSFIWEQDQHFLIEKHDEVTPNEIKTLRENSELATEHKKELSKSPEKHFIRTPVVEKQMYFPLQNYPVNNMVTGYISIDAMKKFLGELHDFIPGTSGYLAYHVQNEINMSAIKNKLKRK. Result: 1 (interaction). (9) The miRNA is hsa-miR-1284 with sequence UCUAUACAGACCCUGGCUUUUC. The protein sequence of the target gene is MEAVYLVVNGLGLVLDVLTLVLDLNFLLVSSLLASLAWLLAFVYNLPHTVLTSLLHLGRGVLLSLLALIEAVVRFTCGGLQALCTLLYSCCSGLESLKLLGHLASHGALRSREILHRGVLNVVSSGHALLRQACDICAIAMSLVAYVINSLVNICLIGTQNLFSLVLALWDAVTGPLWRMTDVVAAFLAHISSSAVAMAILLWTPCQLALELLASAARLLASFVLVNLTGLVLLACVLAVTVTVLHPDFTLRLATQALSQLHARPSYHRLREDVMRLSRLALGSEAWRRVWSRSLQLASW.... Result: 0 (no interaction). (10) The miRNA is kshv-miR-K12-5-3p with sequence UAGGAUGCCUGGAACUUGCCGGU. The protein sequence of the target gene is MKHTQSGQSTSPLVIDYTCRVCQMAFVFSSLIPLLLMTPVFCLGNTSECFQNFSQSHKCILMHSPPSAMAELPPSANTSVCSTLYFYGIAIFLGSFVLSLLTIMVLLIRAQTLYKKFVKSTGFLGSEQWAVIHIVDQRVRFYPVAFFCCWGPAVILMIIKLTKPQDTKLHMALYVLQALTATSQGLLNCGVYGWTQHKFHQLKQEARRDADTQTPLLCSQKRFYSRGLNSLESTLTFPASTSTIF. Result: 0 (no interaction).